Task: Predict the product of the given reaction.. Dataset: Forward reaction prediction with 1.9M reactions from USPTO patents (1976-2016) (1) Given the reactants CC1(C)C(C)(C)OB([C:9]2[CH:10]=[C:11]([CH:25]=[CH:26][CH:27]=2)[CH2:12][O:13][C:14]2[CH:19]=[CH:18][CH:17]=[CH:16][C:15]=2[CH2:20][C:21]([O:23][CH3:24])=[O:22])O1.Br[C:30]1[CH:31]=[C:32]([C:36]([NH:38][C:39](=[O:45])[O:40][C:41]([CH3:44])([CH3:43])[CH3:42])=[NH:37])[CH:33]=[CH:34][CH:35]=1.[O-]P([O-])([O-])=O.[K+].[K+].[K+].C(Cl)Cl.Cl, predict the reaction product. The product is: [C:41]([O:40][C:39]([NH:38][C:36]([C:32]1[CH:31]=[C:30]([C:9]2[CH:27]=[CH:26][CH:25]=[C:11]([CH2:12][O:13][C:14]3[CH:19]=[CH:18][CH:17]=[CH:16][C:15]=3[CH2:20][C:21]([O:23][CH3:24])=[O:22])[CH:10]=2)[CH:35]=[CH:34][CH:33]=1)=[NH:37])=[O:45])([CH3:44])([CH3:42])[CH3:43]. (2) Given the reactants [CH:1]1([C:4]2[CH:5]=[CH:6][C:7]([C:17]([NH:19][C:20]([CH2:26][CH3:27])([CH2:24][CH3:25])[C:21](O)=[O:22])=[O:18])=[N:8][C:9]=2[O:10][CH2:11][CH:12]2[CH2:16][CH2:15][CH2:14][O:13]2)[CH2:3][CH2:2]1.Cl.[CH3:29][NH2:30], predict the reaction product. The product is: [CH2:24]([C:20]([NH:19][C:17]([C:7]1[CH:6]=[CH:5][C:4]([CH:1]2[CH2:2][CH2:3]2)=[C:9]([O:10][CH2:11][CH:12]2[CH2:16][CH2:15][CH2:14][O:13]2)[N:8]=1)=[O:18])([C:21](=[O:22])[NH:30][CH3:29])[CH2:26][CH3:27])[CH3:25]. (3) Given the reactants [CH3:1][O:2][C:3]1[CH:8]=[CH:7][C:6](B(O)O)=[CH:5][CH:4]=1.Br[C:13]1[C:14]([CH3:39])=[C:15]([N:19]([CH2:24][C:25]2[CH:37]=[CH:36][C:28]([O:29][CH2:30][C:31]([O:33]CC)=[O:32])=[C:27]([CH3:38])[CH:26]=2)[CH2:20][CH2:21][O:22][CH3:23])[CH:16]=[CH:17][CH:18]=1, predict the reaction product. The product is: [CH3:23][O:22][CH2:21][CH2:20][N:19]([CH2:24][C:25]1[CH:37]=[CH:36][C:28]([O:29][CH2:30][C:31]([OH:33])=[O:32])=[C:27]([CH3:38])[CH:26]=1)[C:15]1[C:14]([CH3:39])=[C:13]([C:6]2[CH:7]=[CH:8][C:3]([O:2][CH3:1])=[CH:4][CH:5]=2)[CH:18]=[CH:17][CH:16]=1. (4) Given the reactants [CH3:1][CH2:2][CH2:3][CH2:4][N:5]1[CH:10]([C:11]([NH:13][C:14]2[C:15]([CH3:21])=[CH:16][CH:17]=[CH:18][C:19]=2[CH3:20])=[O:12])[CH2:9][CH2:8][CH2:7][CH2:6]1.[C:22]([OH:41])(=[O:40])[CH2:23][CH2:24][CH2:25][CH2:26]/[CH:27]=[CH:28]\[CH2:29]/[CH:30]=[CH:31]\[CH2:32]/[CH:33]=[CH:34]\[CH2:35][CH2:36][CH2:37][CH2:38][CH3:39], predict the reaction product. The product is: [C:22]([O-:41])(=[O:40])[CH2:23][CH2:24][CH2:25][CH2:26]/[CH:27]=[CH:28]\[CH2:29]/[CH:30]=[CH:31]\[CH2:32]/[CH:33]=[CH:34]\[CH2:35][CH2:36][CH2:37][CH2:38][CH3:39].[CH2:4]([NH+:5]1[CH2:6][CH2:7][CH2:8][CH2:9][CH:10]1[C:11](=[O:12])[NH:13][C:14]1[C:19]([CH3:20])=[CH:18][CH:17]=[CH:16][C:15]=1[CH3:21])[CH2:3][CH2:2][CH3:1]. (5) Given the reactants [CH2:1]([O:3][C:4](=[O:18])[CH2:5][CH:6]1[O:10][B:9]([OH:11])[C:8]2[CH:12]=[C:13]([OH:17])[CH:14]=[C:15]([F:16])[C:7]1=2)[CH3:2].[C:19](=O)([O-])[O-].[K+].[K+].IC, predict the reaction product. The product is: [F:16][C:15]1[C:7]2[CH:6]([CH2:5][C:4]([O:3][CH2:1][CH3:2])=[O:18])[O:10][B:9]([OH:11])[C:8]=2[CH:12]=[C:13]([O:17][CH3:19])[CH:14]=1.